From a dataset of Full USPTO retrosynthesis dataset with 1.9M reactions from patents (1976-2016). Predict the reactants needed to synthesize the given product. (1) Given the product [ClH:1].[ClH:1].[NH2:25][C:26]1[CH:27]=[C:28]([CH:31]=[C:32]([NH:34][C:2]2[N:11]=[C:10]([N:12]3[CH2:16][CH2:15][C@H:14]([NH2:17])[CH2:13]3)[C:9]3[CH2:8][CH2:7][CH2:6][CH2:5][C:4]=3[N:3]=2)[CH:33]=1)[C:29]#[N:30], predict the reactants needed to synthesize it. The reactants are: [Cl:1][C:2]1[N:11]=[C:10]([N:12]2[CH2:16][CH2:15][C@H:14]([NH:17]C(=O)OC(C)(C)C)[CH2:13]2)[C:9]2[CH2:8][CH2:7][CH2:6][CH2:5][C:4]=2[N:3]=1.[NH2:25][C:26]1[CH:27]=[C:28]([CH:31]=[C:32]([NH2:34])[CH:33]=1)[C:29]#[N:30]. (2) Given the product [O:1]1[CH2:5][CH2:4][O:3][CH:2]1[CH:17]1[O:18][CH2:19][CH2:20][N:15]([C:42]2[CH:43]=[CH:44][CH:45]=[CH:46][C:41]=2[O:25][CH3:22])[CH2:16]1, predict the reactants needed to synthesize it. The reactants are: [O:1]1[CH2:5][CH2:4][O:3][CH:2]1C1C=C(Br)C=CC=1OC.[NH:15]1[CH2:20][CH2:19][O:18][CH2:17][CH2:16]1.C[C:22]([O-:25])(C)C.[Na+].[C:41]1(C)[CH:46]=[CH:45][CH:44]=[CH:43][C:42]=1P([C:41]1[CH:46]=[CH:45][CH:44]=[CH:43][C:42]=1C)[C:41]1[CH:46]=[CH:45][CH:44]=[CH:43][C:42]=1C. (3) Given the product [Cl:1][C:2]1[N:7]=[CH:6][C:5]([C:8]2[NH:13][C:12](=[O:14])[C:11]3=[C:15]([CH3:16])[N:17]=[C:18]([CH3:19])[N:10]3[N:9]=2)=[CH:4][CH:3]=1, predict the reactants needed to synthesize it. The reactants are: [Cl:1][C:2]1[N:7]=[CH:6][C:5]([C:8]2[NH:13][C:12](=[O:14])[C:11]([CH:15]([NH:17][C:18](=O)[CH3:19])[CH3:16])=[N:10][N:9]=2)=[CH:4][CH:3]=1.P(Cl)(Cl)(Cl)=O. (4) Given the product [C:17]([C:25]1[CH:26]=[CH:27][C:28]([C:29]([NH:7][CH2:8][CH2:9][CH2:10][NH:11][C:12](=[O:16])[C:13]([CH3:15])=[CH2:14])=[O:31])=[CH:32][CH:33]=1)(=[O:24])[C:18]1[CH:19]=[CH:20][CH:21]=[CH:22][CH:23]=1, predict the reactants needed to synthesize it. The reactants are: C1COCC1.Cl.[NH2:7][CH2:8][CH2:9][CH2:10][NH:11][C:12](=[O:16])[C:13]([CH3:15])=[CH2:14].[C:17]([C:25]1[CH:33]=[CH:32][C:28]([C:29]([OH:31])=O)=[CH:27][CH:26]=1)(=[O:24])[C:18]1[CH:23]=[CH:22][CH:21]=[CH:20][CH:19]=1.CN(C1C=CC=CN=1)C. (5) Given the product [F:1][C:2]1[CH:7]=[CH:6][C:5]([C@@H:8]2[CH2:13][CH2:12][N:11]([CH3:16])[CH2:10][C@H:9]2[CH2:14][OH:15])=[CH:4][CH:3]=1, predict the reactants needed to synthesize it. The reactants are: [F:1][C:2]1[CH:7]=[CH:6][C:5]([C@@H:8]2[CH2:13][CH2:12][NH:11][CH2:10][C@H:9]2[CH2:14][OH:15])=[CH:4][CH:3]=1.[CH2:16]=O.